From a dataset of Retrosynthesis with 50K atom-mapped reactions and 10 reaction types from USPTO. Predict the reactants needed to synthesize the given product. Given the product O=C(Nc1cccc(C2=CCOCC2)n1)Nc1ccnc2c(F)cccc12, predict the reactants needed to synthesize it. The reactants are: CC1(C)OB(C2=CCOCC2)OC1(C)C.O=C(Nc1cccc(I)n1)Nc1ccnc2c(F)cccc12.